From a dataset of Catalyst prediction with 721,799 reactions and 888 catalyst types from USPTO. Predict which catalyst facilitates the given reaction. Reactant: [Br:1][C:2]1[CH:7]=[C:6]([Cl:8])[CH:5]=[CH:4][C:3]=1[CH2:9][OH:10].[Cl:11][C:12]1[CH:17]=[C:16](CCl)[N:15]=[C:14]([NH2:20])[N:13]=1.C([O-])([O-])=O.[K+].[K+]. Product: [Br:1][C:2]1[CH:7]=[C:6]([Cl:8])[CH:5]=[CH:4][C:3]=1[CH2:9][O:10][C:16]1[CH:17]=[C:12]([Cl:11])[N:13]=[C:14]([NH2:20])[N:15]=1. The catalyst class is: 3.